Dataset: B-cell epitopes from PDB crystal structures with 447 antigens. Task: Token-level Classification. Given an antigen amino acid sequence, predict which amino acid positions are active epitope sites capable of antibody binding. Output is a list of indices for active positions. (1) Given the antigen sequence: PCGGRLNSKDAGYITSPGYPQDYPSHQNCEWIVYAPEPNQKIVLNFNPHFEIEKHDCKYDFIEIRDGDSESADLLGKHCGNIAPPTIISSGSMLYIKFTSDQGAGFSLRYEIFKTGSEDCSKNFTSPNGTIESPGFPEKYPHNLDCTFTILAKPKMEIILQFLIFDLYDWLDIWDGIPHVGPLIGKYCGTKTPSELRSSTGILSLTFHTDMAVAKDGFSARYYLVHQEPLENFQCNVPLGMESGRIANEQISASSTYSDGRWTPQQSRLHGDDNGWTPNLDSNKEYLQVDLRFLTMLTAIATQGAISRETQNGYYVKSYKLEVSTNGEDWMVYRHGKNHKVFQANNDATEVVLNKLHAPLLTRFVRIRPQTWHSGIALRLELFGCRVTDAPCSNMLGMLSGLIADSQISASSTQEWSPSAARLVSSRSGWFPRIPQAQPGEEWLQVDLGTPKTVKGVIIQGARARAFVRKFKVSYSLNGKDWEYIQDPRTQQPKLFEGNM..., which amino acid positions are active epitope sites? The epitope positions are: [14, 19, 20, 46, 47, 48, 49, 50, 80, 103, 106, 108]. The amino acids at these positions are: TPQNPHFENASR. (2) The epitope positions are: [116, 143, 146, 148, 150, 159, 160, 161, 162, 163, 165, 184, 186, 188, 190, 191, 193, 194, 195, 198]. The amino acids at these positions are: KKITYKKTAKNQVPRTNRKD. Given the antigen sequence: TVAAYNLTWKSTNFKTILEWEPKPVNQVYTVQISTKSGDWKSKCFYTTDTECDLTDEIVKDVKQTYLARVFSYPAGNVESTGSAGEPLYENSPEFTPYLETNLGQPTIQSFEQVGTKVNVTVEDERTLVRRNNTFLSLRDVFGKDLIYTLYYWKSSSSGKKTAKTNTNEFLIDVDKGENYCFSVQAVIPSRTVNRKSTDSPVECM, which amino acid positions are active epitope sites? (3) The epitope positions are: [8, 13, 15, 19, 26, 28, 32, 35, 37, 38, 50, 52, 57, 59, 61, 62, 75, 77, 79, 80... (50 total positions)]. The amino acids at these positions are: RDQSTKTRIPRYVLQLHERNTRLYIKFTGF.... Given the antigen sequence: ECHQEEDFRVTCKDIQRIPSLPPSTQTLKLIETHLRTIPSHAFSNLPNISRIYVSIDVTLQQLESHSFYNLSKVTHIEIRNTRNLTYIDPDALKELPLLKFLGIFNTGLKMFPDLTKVYSTDIFFILEITDNPYMTSIPVNAFQGLCNETLTLKLYNNGFTSVQGYAFNGTKLDAVYLNKNKYLTVIDKDAFGGVYSGPSLLDVSQTSVTALPSKGLEHLKELIARNT, which amino acid positions are active epitope sites? (4) Given the antigen sequence: MDFLFEKWKLYSDQCHHNLSLLPPPTELVCNRTFDKYSCWPDTPANTTANISCPWYLPWHHKVQHRFVFKRCGPDGQWVRGPRGQPWRDASQCQM, which amino acid positions are active epitope sites? The epitope positions are: [2, 3, 6, 7, 34, 35, 36, 54, 55, 56, 57, 58, 78, 79, 80, 81, 82, 83, 84, 86... (23 total positions)]. The amino acids at these positions are: FLKWDKYWYLPWVRGPRGQWRCQ. (5) Given the antigen sequence: GYRIYDVVLSPSHGIELSVGEKLVLNCTARTELNVGIDFNWEYPSSKHQHKKLVNRDLKTQSGSEMKKFLSTLTIDGVTRSDQGLYTCAASSGLMTKKNSTFVRVHEKPF, which amino acid positions are active epitope sites? The epitope positions are: [0, 1, 2, 20, 23, 25, 31, 35, 36, 37, 39, 41, 48, 49, 52, 53, 54, 57, 75, 76... (34 total positions)]. The amino acids at these positions are: GYREVNEGIDNEQHLVNLDGVSDASSGLMT.... (6) Given the antigen sequence: GLGGYMLGSAMSRPLIHFGNDYEDRYYRENMYRYPNQVYYRPVDRYSNQNNFVHDCVNITVKQHTVTTTTKGENFTETDIKIMERVVEQMCITQYQRESQAY, which amino acid positions are active epitope sites? The epitope positions are: [0, 1, 25, 29, 31, 32, 58, 61, 62, 64, 65, 66, 67, 68, 69, 70, 71, 72, 73]. The amino acids at these positions are: GLYNYRIKQTVTTTTKGEN. (7) Given the antigen sequence: PGYRIYDVVLSPSHGIELSVGEKLVLNCTARTELNVGIDFNWEYPSSKHQHKKLVNRDLKTQSGSEMKKFLSTLTIDGVTRSDQGLYTCAASSGLMTKKNSTFVRVHEKPFV, which amino acid positions are active epitope sites? The epitope positions are: [1, 2, 19, 22, 24, 31, 35, 36, 37, 39, 41, 47, 48, 51, 52, 53, 56, 74, 75, 76... (35 total positions)]. The amino acids at these positions are: GYVKVTVGIFWKHKKLRTIDTRCASSGLMT.... (8) Given the antigen sequence: GAVITDWRPEDPAFWQQRGQRIASRNLWISVPCLLLAFCVWMLFSAVAVNLPKVGFNFTTDQLFMLTALPSVSGALLRVPYSFMVPIFGGRRWTAFSTGILIIPCVWLGFAVQDTSTPYSVFIIISLLCGFAGANFASSMANISFFFPKQKQGGALGLNGGLGNMGVSVMQLVAPLVVSLANASWIWVPFLAIFTIAAWFGMNDLALWIMSLLYLATFGSFIGFSAGFAMLSKTQFPDVQILQYAFFGPFIGALARSAGGALSDRLGGTRVTLVNFILMAIFSGLLFLTLPTDGQGGSFMAFFAVFLALFLTAGLGSGSTFQMISVIFRKLTMDRVKAEGGSDERAMREAATDTAAALGFISAIGAIGGFFIPKAFGSSLALTGSPVGAMKVFLIFYIACVVITWAVYG, which amino acid positions are active epitope sites? The epitope positions are: [0, 3, 4, 5, 7, 12, 13, 15, 16, 17, 20]. The amino acids at these positions are: GITDRAFQQRR.